From a dataset of Reaction yield outcomes from USPTO patents with 853,638 reactions. Predict the reaction yield, written as a fraction of the theoretical maximum amount of product (1.0 means a 100% yield; for example, 0.34 means a 34% yield). (1) The reactants are [CH3:1][C@H:2]1[CH2:7][CH2:6][CH2:5][CH2:4][C@H:3]1[NH:8][C:9]1[C:10]2[N:11]([CH:17]=[CH:18][CH:19]=2)[N:12]=[CH:13][C:14]=1[C:15]#[N:16].[NH4+].[OH-:21].OO. The catalyst is CCO. The product is [CH3:1][C@H:2]1[CH2:7][CH2:6][CH2:5][CH2:4][C@H:3]1[NH:8][C:9]1[C:10]2[N:11]([CH:17]=[CH:18][CH:19]=2)[N:12]=[CH:13][C:14]=1[C:15]([NH2:16])=[O:21]. The yield is 0.420. (2) The reactants are [F:1][C:2]1[CH:7]=[CH:6][C:5]([N:8]2[C:12]3[N:13]=[CH:14][N:15]([CH2:18][C:19]4([OH:28])[CH2:24][CH2:23][N:22]([C:25](Cl)=[O:26])[CH2:21][CH2:20]4)[C:16](=[O:17])[C:11]=3[CH:10]=[N:9]2)=[CH:4][CH:3]=1.[CH:29]([N:32]([CH2:36][CH3:37])[CH:33]([CH3:35])C)([CH3:31])C.N1(C[CH2:44][OH:45])CCCC1. No catalyst specified. The product is [F:1][C:2]1[CH:7]=[CH:6][C:5]([N:8]2[C:12]3[N:13]=[CH:14][N:15]([CH2:18][C:19]4([OH:28])[CH2:24][CH2:23][N:22]([C:25]([O:45][CH2:44][CH2:37][CH2:36][N:32]5[CH2:29][CH2:31][CH2:35][CH2:33]5)=[O:26])[CH2:21][CH2:20]4)[C:16](=[O:17])[C:11]=3[CH:10]=[N:9]2)=[CH:4][CH:3]=1. The yield is 0.260. (3) The reactants are Br[C:2]1[CH:3]=[N:4][CH:5]=[CH:6][C:7]=1[CH:8]=[CH:9][C:10]1[CH:15]=[CH:14][CH:13]=[CH:12][CH:11]=1.[C:16]([C:18]1[CH:30]=[CH:29][C:21]([C:22]([O:24][C:25]([CH3:28])([CH3:27])[CH3:26])=[O:23])=[CH:20][CH:19]=1)#[CH:17].C(N(CC)CC)C. The catalyst is CN(C=O)C.[Cu](I)(I)I. The product is [C:10]1([CH:9]=[CH:8][C:7]2[CH:6]=[CH:5][N:4]=[CH:3][C:2]=2[C:17]#[C:16][C:18]2[CH:30]=[CH:29][C:21]([C:22]([O:24][C:25]([CH3:26])([CH3:28])[CH3:27])=[O:23])=[CH:20][CH:19]=2)[CH:15]=[CH:14][CH:13]=[CH:12][CH:11]=1. The yield is 0.330. (4) The reactants are [Si:1]([O:8][CH2:9][CH2:10][CH2:11][NH:12][C:13](=[O:30])[NH:14][C:15]1[CH:24]=[CH:23][C:22]([O:25][C:26]([F:29])([F:28])[F:27])=[CH:21][C:16]=1[C:17](OC)=[O:18])([C:4]([CH3:7])([CH3:6])[CH3:5])([CH3:3])[CH3:2].CO[Na]. The catalyst is CO.CC(=O)OCC.O. The product is [Si:1]([O:8][CH2:9][CH2:10][CH2:11][N:12]1[C:17](=[O:18])[C:16]2[C:15](=[CH:24][CH:23]=[C:22]([O:25][C:26]([F:29])([F:28])[F:27])[CH:21]=2)[NH:14][C:13]1=[O:30])([C:4]([CH3:5])([CH3:7])[CH3:6])([CH3:3])[CH3:2]. The yield is 0.808.